Dataset: Reaction yield outcomes from USPTO patents with 853,638 reactions. Task: Predict the reaction yield, written as a fraction of the theoretical maximum amount of product (1.0 means a 100% yield; for example, 0.34 means a 34% yield). (1) The yield is 0.620. The reactants are [C:1]([O:5][C:6]([N:8]1[CH2:12][CH2:11][CH2:10][CH:9]1[C:13]1[NH:17][C:16]2[CH:18]=[C:19](Br)[CH:20]=[CH:21][C:15]=2[N:14]=1)=[O:7])([CH3:4])([CH3:3])[CH3:2].[C:23]([Si:25]([CH3:28])([CH3:27])[CH3:26])#[CH:24].C(N(CC)CC)C. The catalyst is CN(C=O)C.C(OCC)(=O)C.C1C=CC([P]([Pd]([P](C2C=CC=CC=2)(C2C=CC=CC=2)C2C=CC=CC=2)([P](C2C=CC=CC=2)(C2C=CC=CC=2)C2C=CC=CC=2)[P](C2C=CC=CC=2)(C2C=CC=CC=2)C2C=CC=CC=2)(C2C=CC=CC=2)C2C=CC=CC=2)=CC=1.[Cu]I. The product is [C:1]([O:5][C:6]([N:8]1[CH2:12][CH2:11][CH2:10][CH:9]1[C:13]1[NH:17][C:16]2[CH:18]=[C:19]([C:24]#[C:23][Si:25]([CH3:28])([CH3:27])[CH3:26])[CH:20]=[CH:21][C:15]=2[N:14]=1)=[O:7])([CH3:4])([CH3:3])[CH3:2]. (2) The reactants are Br[C:2]1[CH:7]=[CH:6][C:5]([O:8][CH3:9])=[CH:4][C:3]=1[O:10][CH3:11].C1(P(C2C=CC=CC=2)C2C=CC=CC=2)C=CC=CC=1.[CH2:31]([OH:35])[CH2:32][C:33]#[CH:34]. The catalyst is C(NCC)C.[Pd](Cl)Cl.[Cu]I. The product is [CH3:11][O:10][C:3]1[CH:4]=[C:5]([O:8][CH3:9])[CH:6]=[CH:7][C:2]=1[C:34]#[C:33][CH2:32][CH2:31][OH:35]. The yield is 0.240. (3) The reactants are [OH:1][CH:2]([C:6]1[CH:11]=[CH:10][C:9]([C:12]2[N:16]=[C:15]([C:17]3[O:21][N:20]=[C:19]([C:22]4[CH:27]=[CH:26][CH:25]=[CH:24][CH:23]=4)[C:18]=3[C:28]([F:31])([F:30])[F:29])[O:14][N:13]=2)=[CH:8][CH:7]=1)[C:3]([OH:5])=O.[CH3:32][N:33]1CCOCC1.Cl.CN.CN(C(ON1N=NC2C=CC=NC1=2)=[N+](C)C)C.F[P-](F)(F)(F)(F)F. The catalyst is CN(C=O)C. The product is [OH:1][CH:2]([C:6]1[CH:11]=[CH:10][C:9]([C:12]2[N:16]=[C:15]([C:17]3[O:21][N:20]=[C:19]([C:22]4[CH:27]=[CH:26][CH:25]=[CH:24][CH:23]=4)[C:18]=3[C:28]([F:29])([F:30])[F:31])[O:14][N:13]=2)=[CH:8][CH:7]=1)[C:3]([NH:33][CH3:32])=[O:5]. The yield is 0.203.